This data is from Full USPTO retrosynthesis dataset with 1.9M reactions from patents (1976-2016). The task is: Predict the reactants needed to synthesize the given product. (1) Given the product [C:1]1([NH:7][C:8]2[CH:9]=[C:10]([CH:15]=[CH:16][C:17]=2[O:18][CH3:19])[C:11]([OH:13])=[O:12])[CH:2]=[CH:3][CH:4]=[CH:5][CH:6]=1, predict the reactants needed to synthesize it. The reactants are: [C:1]1([NH:7][C:8]2[CH:9]=[C:10]([CH:15]=[CH:16][C:17]=2[O:18][CH3:19])[C:11]([O:13]C)=[O:12])[CH:6]=[CH:5][CH:4]=[CH:3][CH:2]=1.[OH-].[Na+]. (2) Given the product [Cl:51][C:52]1[CH:58]=[CH:57][C:56]([O:59][CH3:60])=[CH:55][C:53]=1[NH:54][C:2]1[C:3]([CH3:10])=[N:4][C:5]([O:8][CH3:9])=[CH:6][CH:7]=1, predict the reactants needed to synthesize it. The reactants are: Br[C:2]1[C:3]([CH3:10])=[N:4][C:5]([O:8][CH3:9])=[CH:6][CH:7]=1.C1(P(C2CCCCC2)C2C=CC=CC=2C2C(C(C)C)=CC(C(C)C)=CC=2C(C)C)CCCCC1.C(=O)([O-])[O-].[Cs+].[Cs+].[Cl:51][C:52]1[CH:58]=[CH:57][C:56]([O:59][CH3:60])=[CH:55][C:53]=1[NH2:54]. (3) The reactants are: C([O:3][C:4](=[O:17])[CH2:5][NH:6][C:7]([C:9]1[C:13]([CH3:14])=[C:12]([CH:15]=O)[NH:11][CH:10]=1)=[O:8])C.[OH-].[Na+].[CH3:20][NH:21][S:22]([C:25]1[CH:26]=[C:27]2[C:31](=[CH:32][CH:33]=1)[NH:30][C:29](=[O:34])[CH2:28]2)(=[O:24])=[O:23].N1CCCCC1. Given the product [CH3:14][C:13]1[C:9]([C:7]([NH:6][CH2:5][C:4]([OH:3])=[O:17])=[O:8])=[CH:10][NH:11][C:12]=1[CH:15]=[C:28]1[C:27]2[C:31](=[CH:32][CH:33]=[C:25]([S:22](=[O:23])(=[O:24])[NH:21][CH3:20])[CH:26]=2)[NH:30][C:29]1=[O:34], predict the reactants needed to synthesize it. (4) Given the product [NH2:20][CH:14]1[CH2:13][C:12]2[C:17](=[CH:18][CH:19]=[C:10]([O:9][C:7]3[CH:6]=[CH:5][N:4]=[C:3]([C:1]#[N:2])[CH:8]=3)[CH:11]=2)[O:16][CH2:15]1, predict the reactants needed to synthesize it. The reactants are: [C:1]([C:3]1[CH:8]=[C:7]([O:9][C:10]2[CH:11]=[C:12]3[C:17](=[CH:18][CH:19]=2)[O:16][CH2:15][CH:14]([NH:20]C(=O)OC(C)(C)C)[CH2:13]3)[CH:6]=[CH:5][N:4]=1)#[N:2]. (5) The reactants are: [N:1]1([CH2:6][C:7]2[CH:8]=[C:9]([CH:24]=[C:25]([Cl:27])[CH:26]=2)/[CH:10]=[CH:11]/[C:12]2[CH:17]=[CH:16][C:15]([N:18]3[CH2:23][CH2:22][NH:21][CH2:20][CH2:19]3)=[CH:14][CH:13]=2)[CH:5]=[CH:4][N:3]=[CH:2]1.Cl[CH2:29][CH2:30][N:31]=[C:32]=[O:33]. Given the product [N:1]1([CH2:6][C:7]2[CH:8]=[C:9]([CH:24]=[C:25]([Cl:27])[CH:26]=2)/[CH:10]=[CH:11]/[C:12]2[CH:17]=[CH:16][C:15]([N:18]3[CH2:19][CH2:20][N:21]([C:32]4[O:33][CH2:29][CH2:30][N:31]=4)[CH2:22][CH2:23]3)=[CH:14][CH:13]=2)[CH:5]=[CH:4][N:3]=[CH:2]1, predict the reactants needed to synthesize it. (6) Given the product [CH2:7]([C:1]1[CH:6]=[CH:5][C:4]([S:16]([Cl:15])(=[O:18])=[O:17])=[CH:3][CH:2]=1)[CH2:8][CH2:9][CH2:10][CH2:11][CH2:12][CH2:13][CH3:14], predict the reactants needed to synthesize it. The reactants are: [C:1]1([CH2:7][CH2:8][CH2:9][CH2:10][CH2:11][CH2:12][CH2:13][CH3:14])[CH:6]=[CH:5][CH:4]=[CH:3][CH:2]=1.[Cl:15][S:16](O)(=[O:18])=[O:17]. (7) Given the product [CH2:16]([O:1][C:2]1[CH:9]=[CH:8][C:5]([CH:6]=[O:7])=[CH:4][CH:3]=1)[C:17]1[CH:22]=[CH:21][CH:20]=[CH:19][CH:18]=1, predict the reactants needed to synthesize it. The reactants are: [OH:1][C:2]1[CH:9]=[CH:8][C:5]([CH:6]=[O:7])=[CH:4][CH:3]=1.C(=O)([O-])[O-].[K+].[K+].[CH2:16](Br)[C:17]1[CH:22]=[CH:21][CH:20]=[CH:19][CH:18]=1. (8) Given the product [NH2:16][C:11]1[CH:12]=[C:13]([NH:15][C:5](=[O:7])[CH3:6])[CH:14]=[C:9]([Cl:8])[CH:10]=1, predict the reactants needed to synthesize it. The reactants are: C(O[C:5](=[O:7])[CH3:6])(=O)C.[Cl:8][C:9]1[CH:10]=[C:11]([NH2:16])[CH:12]=[C:13]([NH2:15])[CH:14]=1. (9) Given the product [Cl:18][C:15]1[CH:16]=[CH:17][C:12]([NH:11][C:7]2[S:8][C:9]([CH3:10])=[C:5]([C:3]([OH:4])=[O:2])[N:6]=2)=[CH:13][C:14]=1[O:19][CH3:20], predict the reactants needed to synthesize it. The reactants are: C[O:2][C:3]([C:5]1[N:6]=[C:7]([NH:11][C:12]2[CH:17]=[CH:16][C:15]([Cl:18])=[C:14]([O:19][CH3:20])[CH:13]=2)[S:8][C:9]=1[CH3:10])=[O:4].[OH-].[K+].[K].